From a dataset of Peptide-MHC class I binding affinity with 185,985 pairs from IEDB/IMGT. Regression. Given a peptide amino acid sequence and an MHC pseudo amino acid sequence, predict their binding affinity value. This is MHC class I binding data. (1) The peptide sequence is LKFSLPFPFLYKFLL. The MHC is HLA-A33:01 with pseudo-sequence HLA-A33:01. The binding affinity (normalized) is 0.156. (2) The peptide sequence is IFSKASSSL. The MHC is HLA-A24:02 with pseudo-sequence HLA-A24:02. The binding affinity (normalized) is 0.455. (3) The peptide sequence is WLYDLWGQL. The MHC is HLA-A80:01 with pseudo-sequence HLA-A80:01. The binding affinity (normalized) is 0.0847. (4) The peptide sequence is NMLREGLSP. The MHC is HLA-A11:01 with pseudo-sequence HLA-A11:01. The binding affinity (normalized) is 0.0847. (5) The peptide sequence is KPGTSGSPI. The MHC is HLA-B51:01 with pseudo-sequence HLA-B51:01. The binding affinity (normalized) is 0.0315. (6) The peptide sequence is IASPKGPVI. The MHC is Patr-B0101 with pseudo-sequence Patr-B0101. The binding affinity (normalized) is 0.963. (7) The peptide sequence is SMTSDSKSI. The MHC is HLA-A02:06 with pseudo-sequence HLA-A02:06. The binding affinity (normalized) is 0.